Dataset: Catalyst prediction with 721,799 reactions and 888 catalyst types from USPTO. Task: Predict which catalyst facilitates the given reaction. (1) Reactant: [CH2:1](N(CC)CC)C.[NH:8]1[CH2:13][CH2:12][NH:11][CH2:10][C:9]1=[O:14].C([O:17][C:18](=[O:20])C)C.CCC[CH2:24][CH2:25][CH3:26]. Product: [C:25]([O:20][C:18]([N:11]1[CH2:12][CH2:13][NH:8][C:9](=[O:14])[CH2:10]1)=[O:17])([CH3:24])([CH3:26])[CH3:1]. The catalyst class is: 83. (2) Reactant: [Si:1]([O:18][C:19]1[C:20]([CH3:25])=[N:21][CH:22]=[CH:23][CH:24]=1)([C:14]([CH3:17])([CH3:16])[CH3:15])([C:8]1[CH:13]=[CH:12][CH:11]=[CH:10][CH:9]=1)[C:2]1[CH:7]=[CH:6][CH:5]=[CH:4][CH:3]=1.[Br:26]N1C(=O)CCC1=O.N(/C(C)(C)C#N)=N\C(C)(C)C#N. Product: [Br:26][CH2:25][C:20]1[C:19]([O:18][Si:1]([C:14]([CH3:17])([CH3:16])[CH3:15])([C:2]2[CH:3]=[CH:4][CH:5]=[CH:6][CH:7]=2)[C:8]2[CH:13]=[CH:12][CH:11]=[CH:10][CH:9]=2)=[CH:24][CH:23]=[CH:22][N:21]=1. The catalyst class is: 53. (3) Reactant: [Cl:1][C:2]1[CH:7]=[C:6]2[NH:8][C:9](=[O:33])[C:10]3([CH:15]([C:16]4[CH:21]=[CH:20][CH:19]=[C:18]([Cl:22])[CH:17]=4)[CH2:14][C:13](=O)[NH:12][CH:11]3[C:24]3[C:29]([CH3:30])=[CH:28][CH:27]=[C:26]([F:31])[C:25]=3[F:32])[C:5]2=[CH:4][CH:3]=1.COC1C=CC(P2(=S)SP(=S)(C3C=CC(OC)=CC=3)[S:43]2)=CC=1. Product: [Cl:1][C:2]1[CH:7]=[C:6]2[NH:8][C:9](=[O:33])[C:10]3([CH:15]([C:16]4[CH:21]=[CH:20][CH:19]=[C:18]([Cl:22])[CH:17]=4)[CH2:14][C:13](=[S:43])[NH:12][CH:11]3[C:24]3[C:29]([CH3:30])=[CH:28][CH:27]=[C:26]([F:31])[C:25]=3[F:32])[C:5]2=[CH:4][CH:3]=1. The catalyst class is: 11. (4) Reactant: [N+:1]([C:4]1[CH:5]=[C:6]([CH:9]=[C:10]([N+:12]([O-:14])=[O:13])[CH:11]=1)[C:7]#[N:8])([O-])=O.[CH3:15][N:16]1[C:20](=[O:21])N[N:18]=[N:17]1.C([O-])([O-])=O.[K+].[K+].O. Product: [CH3:15][N:16]1[C:20](=[O:21])[N:1]([C:4]2[CH:5]=[C:6]([CH:9]=[C:10]([N+:12]([O-:14])=[O:13])[CH:11]=2)[C:7]#[N:8])[N:18]=[N:17]1. The catalyst class is: 296. (5) The catalyst class is: 342. Reactant: [CH3:1][CH2:2][CH2:3][CH2:4][N:5]([C:10]([CH2:12][N:13]1[C@@H:17]([C:18]2[CH:19]=[CH:20][C:21]([O:24][CH3:25])=[CH:22][CH:23]=2)[C@H:16]([C:26]([OH:28])=[O:27])[C@@H:15]([C:29]2[CH:30]=[CH:31][C:32]3[O:37][CH2:36][O:35][C:33]=3[CH:34]=2)[CH2:14]1)=[O:11])[CH2:6][CH2:7][CH2:8][CH3:9].[ClH:38]. Product: [CH3:9][CH2:8][CH2:7][CH2:6][N:5]([C:10]([CH2:12][N:13]1[C@@H:17]([C:18]2[CH:23]=[CH:22][C:21]([O:24][CH3:25])=[CH:20][CH:19]=2)[C@H:16]([C:26]([OH:28])=[O:27])[C@@H:15]([C:29]2[CH:30]=[CH:31][C:32]3[O:37][CH2:36][O:35][C:33]=3[CH:34]=2)[CH2:14]1)=[O:11])[CH2:4][CH2:3][CH2:2][CH3:1].[ClH:38]. (6) Reactant: [CH:1]1[CH:2]=[CH:3][C:4]2[S:9][N:8]=[C:7]([N:10]3[CH2:15][CH2:14][N:13]([CH2:16][CH2:17][C:18]4[CH:19]=[C:20]5[CH2:28][C:26](=[O:27])[NH:25][C:21]5=[CH:22][C:23]=4[Cl:24])[CH2:12][CH2:11]3)[C:5]=2[CH:6]=1.C1COCC1.[CH2:34]([S:36]([OH:39])(=[O:38])=[O:37])[CH3:35]. Product: [CH:1]1[CH:2]=[CH:3][C:4]2[S:9][N:8]=[C:7]([N:10]3[CH2:11][CH2:12][N:13]([CH2:16][CH2:17][C:18]4[CH:19]=[C:20]5[CH2:28][C:26](=[O:27])[NH:25][C:21]5=[CH:22][C:23]=4[Cl:24])[CH2:14][CH2:15]3)[C:5]=2[CH:6]=1.[S:36]([CH2:34][CH3:35])([O-:39])(=[O:38])=[O:37]. The catalyst class is: 6.